Dataset: Catalyst prediction with 721,799 reactions and 888 catalyst types from USPTO. Task: Predict which catalyst facilitates the given reaction. Reactant: F[C:2]1[N:7]=[C:6]([NH:8][C:9]2[C:14]([C:15]([NH2:17])=[O:16])=[CH:13][N:12]=[C:11]([C:18]3[CH:23]=[CH:22][CH:21]=[CH:20][CH:19]=3)[N:10]=2)[CH:5]=[CH:4][N:3]=1.[NH2:24][CH2:25][CH2:26][C:27]1[CH:28]=[N:29][CH:30]=[CH:31][CH:32]=1. Product: [C:18]1([C:11]2[N:10]=[C:9]([NH:8][C:6]3[CH:5]=[CH:4][N:3]=[C:2]([NH:24][CH2:25][CH2:26][C:27]4[CH:28]=[N:29][CH:30]=[CH:31][CH:32]=4)[N:7]=3)[C:14]([C:15]([NH2:17])=[O:16])=[CH:13][N:12]=2)[CH:23]=[CH:22][CH:21]=[CH:20][CH:19]=1. The catalyst class is: 12.